The task is: Predict which catalyst facilitates the given reaction.. This data is from Catalyst prediction with 721,799 reactions and 888 catalyst types from USPTO. (1) Reactant: Br[CH:2]([CH3:4])[CH3:3].C(=O)([O-])[O-].[K+].[K+].CN(C=O)C.[Br:16][C:17]1[N:22]=[CH:21][C:20]([OH:23])=[CH:19][CH:18]=1. Product: [Br:16][C:17]1[CH:18]=[CH:19][C:20]([O:23][CH:2]([CH3:4])[CH3:3])=[CH:21][N:22]=1. The catalyst class is: 13. (2) Reactant: [C:1]([C:5]1[S:6][C:7]([CH:10]=[O:11])=[CH:8][N:9]=1)([CH3:4])([CH3:3])[CH3:2].[BH4-].[Na+].[Cl-].[NH4+]. Product: [C:1]([C:5]1[S:6][C:7]([CH2:10][OH:11])=[CH:8][N:9]=1)([CH3:4])([CH3:2])[CH3:3]. The catalyst class is: 5. (3) Reactant: [F:1][C:2]1[CH:7]=[CH:6][C:5](/[C:8](/[C:12]2[CH:17]=[CH:16][C:15]([S:18]([CH3:21])(=[O:20])=[O:19])=[CH:14][CH:13]=2)=[CH:9]/[C:10]#[N:11])=[CH:4][CH:3]=1.C(O)(=O)C. Product: [F:1][C:2]1[CH:7]=[CH:6][C:5]([CH:8]([C:12]2[CH:17]=[CH:16][C:15]([S:18]([CH3:21])(=[O:20])=[O:19])=[CH:14][CH:13]=2)[CH2:9][CH2:10][NH2:11])=[CH:4][CH:3]=1. The catalyst class is: 29. (4) Reactant: [Cl:1][C:2]1[CH:3]=[CH:4][C:5]([NH:8][C:9]([C:11]2[CH:16]=[C:15]([Cl:17])[CH:14]=[CH:13][C:12]=2[NH:18][C:19]([C:21]2[CH:26]=[CH:25][C:24]([S:27]([CH3:30])(=[NH:29])=[O:28])=[CH:23][CH:22]=2)=[O:20])=[O:10])=[N:6][CH:7]=1.[H-].[Na+].I[CH2:34][C:35]([NH2:37])=[O:36]. Product: [Cl:1][C:2]1[CH:3]=[CH:4][C:5]([NH:8][C:9]([C:11]2[CH:16]=[C:15]([Cl:17])[CH:14]=[CH:13][C:12]=2[NH:18][C:19]([C:21]2[CH:26]=[CH:25][C:24]([S:27]([CH3:30])(=[N:29][CH2:34][C:35](=[O:36])[NH2:37])=[O:28])=[CH:23][CH:22]=2)=[O:20])=[O:10])=[N:6][CH:7]=1. The catalyst class is: 3. (5) Reactant: [Cl:1][C:2]1[C:3]([N+:12]([O-:14])=[O:13])=[C:4]2[C:8](=[CH:9][CH:10]=1)[NH:7][C:6]([CH3:11])=[CH:5]2.[H-].[Na+].Cl[C:18]([O:20][CH3:21])=[O:19]. The catalyst class is: 3. Product: [CH3:21][O:20][C:18]([N:7]1[C:8]2[C:4](=[C:3]([N+:12]([O-:14])=[O:13])[C:2]([Cl:1])=[CH:10][CH:9]=2)[CH:5]=[C:6]1[CH3:11])=[O:19]. (6) Reactant: [CH:1]([Si:4]([CH:36]([CH3:38])[CH3:37])([CH:33]([CH3:35])[CH3:34])[O:5][CH2:6][CH2:7][S:8][C:9]1[CH:14]=[CH:13][CH:12]=[CH:11][C:10]=1[C:15]1[N:19]2[CH:20]=[C:21]([S:24][C:25]3[CH:30]=[CH:29][CH:28]=[CH:27][C:26]=3[CH2:31]O)[CH:22]=[CH:23][C:18]2=[N:17][N:16]=1)([CH3:3])[CH3:2].CS(OS(C)(=O)=O)(=O)=O.C([N:50](CC)CC)C.N.CO. Product: [CH:36]([Si:4]([CH:1]([CH3:2])[CH3:3])([CH:33]([CH3:34])[CH3:35])[O:5][CH2:6][CH2:7][S:8][C:9]1[CH:14]=[CH:13][CH:12]=[CH:11][C:10]=1[C:15]1[N:19]2[CH:20]=[C:21]([S:24][C:25]3[CH:30]=[CH:29][CH:28]=[CH:27][C:26]=3[CH2:31][NH2:50])[CH:22]=[CH:23][C:18]2=[N:17][N:16]=1)([CH3:37])[CH3:38].[C:10]1([CH3:15])[CH:11]=[CH:12][CH:13]=[CH:14][CH:9]=1. The catalyst class is: 93. (7) Reactant: Cl[C:2]1[N:7]=[C:6]([O:8][C:9]2[CH:14]=[CH:13][C:12]([N+:15]([O-:17])=[O:16])=[C:11]([CH3:18])[CH:10]=2)[CH:5]=[CH:4][N:3]=1.[CH3:19][O:20][C:21]1[CH:26]=[CH:25][CH:24]=[C:23]([NH2:27])[CH:22]=1.CC(O)C. Product: [CH3:19][O:20][C:21]1[CH:22]=[C:23]([NH:27][C:2]2[N:7]=[C:6]([O:8][C:9]3[CH:14]=[CH:13][C:12]([N+:15]([O-:17])=[O:16])=[C:11]([CH3:18])[CH:10]=3)[CH:5]=[CH:4][N:3]=2)[CH:24]=[CH:25][CH:26]=1. The catalyst class is: 6. (8) Reactant: [CH:1]1[C:14]2[C:5](=[CH:6][C:7]3[C:12]([C:13]=2[C:15]2[CH:16]=[N:17][CH:18]=[CH:19][CH:20]=2)=[CH:11][CH:10]=[CH:9][CH:8]=3)[CH:4]=[CH:3][CH:2]=1.[Br:21]Br.S([O-])([O-])(=O)=S.[Na+].[Na+]. Product: [Br:21][C:6]1[C:5]2[C:14](=[CH:1][CH:2]=[CH:3][CH:4]=2)[C:13]([C:15]2[CH:16]=[N:17][CH:18]=[CH:19][CH:20]=2)=[C:12]2[C:7]=1[CH:8]=[CH:9][CH:10]=[CH:11]2. The catalyst class is: 53. (9) Reactant: [OH:1][C:2]1[C:10]2[O:9][CH2:8][CH:7]([C:11]3[CH:16]=[CH:15][C:14]([CH:17]([CH3:19])[CH3:18])=[CH:13][CH:12]=3)[C:6]=2[C:5]([CH3:20])=[C:4]([NH:21][C:22](=[O:28])[CH2:23][C:24]([CH3:27])([CH3:26])[CH3:25])[C:3]=1[CH3:29].C(=O)([O-])[O-].[K+].[K+].S(OCC)(O[CH2:40][CH3:41])(=O)=O.O. Product: [CH2:40]([O:1][C:2]1[C:10]2[O:9][CH2:8][CH:7]([C:11]3[CH:12]=[CH:13][C:14]([CH:17]([CH3:18])[CH3:19])=[CH:15][CH:16]=3)[C:6]=2[C:5]([CH3:20])=[C:4]([NH:21][C:22](=[O:28])[CH2:23][C:24]([CH3:27])([CH3:26])[CH3:25])[C:3]=1[CH3:29])[CH3:41]. The catalyst class is: 21. (10) Reactant: [CH2:1]([N:3]([CH3:60])[CH:4]1[CH2:9][CH2:8][CH:7]([NH:10][C:11]([C:13]2[CH:18]=[CH:17][C:16]([C:19]3[CH:24]=[CH:23][C:22]([CH2:25][C@H:26]([NH:41][C:42]([C@H:44]4[CH2:49][CH2:48][C@H:47]([CH2:50][NH:51]C(=O)OC(C)(C)C)[CH2:46][CH2:45]4)=[O:43])[C:27](=[O:40])[NH:28][C:29]4[CH:34]=[CH:33][C:32]([C:35]5[NH:39][N:38]=[N:37][N:36]=5)=[CH:31][CH:30]=4)=[CH:21][CH:20]=3)=[C:15]([CH3:59])[CH:14]=2)=[O:12])[CH2:6][CH2:5]1)[CH3:2].[ClH:61]. Product: [ClH:61].[NH2:51][CH2:50][C@H:47]1[CH2:48][CH2:49][C@H:44]([C:42]([NH:41][C@H:26]([C:27](=[O:40])[NH:28][C:29]2[CH:34]=[CH:33][C:32]([C:35]3[NH:39][N:38]=[N:37][N:36]=3)=[CH:31][CH:30]=2)[CH2:25][C:22]2[CH:21]=[CH:20][C:19]([C:16]3[CH:17]=[CH:18][C:13]([C:11]([NH:10][CH:7]4[CH2:6][CH2:5][CH:4]([N:3]([CH2:1][CH3:2])[CH3:60])[CH2:9][CH2:8]4)=[O:12])=[CH:14][C:15]=3[CH3:59])=[CH:24][CH:23]=2)=[O:43])[CH2:45][CH2:46]1. The catalyst class is: 12.